The task is: Predict the reactants needed to synthesize the given product.. This data is from Full USPTO retrosynthesis dataset with 1.9M reactions from patents (1976-2016). Given the product [Cl:1][C:2]1[C:3]([N:12]2[CH2:17][CH2:16][CH:15]([NH:18][C:19]3[C:20](=[S:45])[N:21]([CH:32]([CH3:34])[CH3:33])[S:22](=[O:31])(=[O:30])[C:23]=3[C:24]3[CH:29]=[CH:28][CH:27]=[CH:26][CH:25]=3)[CH2:14][CH2:13]2)=[N:4][CH:5]=[C:6]([C:8]([F:11])([F:10])[F:9])[CH:7]=1, predict the reactants needed to synthesize it. The reactants are: [Cl:1][C:2]1[C:3]([N:12]2[CH2:17][CH2:16][CH:15]([NH:18][C:19]3[C:20](=O)[N:21]([CH:32]([CH3:34])[CH3:33])[S:22](=[O:31])(=[O:30])[C:23]=3[C:24]3[CH:29]=[CH:28][CH:27]=[CH:26][CH:25]=3)[CH2:14][CH2:13]2)=[N:4][CH:5]=[C:6]([C:8]([F:11])([F:10])[F:9])[CH:7]=1.COC1C=CC(P2(=S)SP(=S)(C3C=CC(OC)=CC=3)[S:45]2)=CC=1.